Dataset: Catalyst prediction with 721,799 reactions and 888 catalyst types from USPTO. Task: Predict which catalyst facilitates the given reaction. (1) Reactant: [C:1]([CH:3]1[N:8]([CH3:9])[CH2:7][CH2:6][N:5]([C:10]([O:12][C:13]([CH3:16])([CH3:15])[CH3:14])=[O:11])[CH2:4]1)#[N:2].C(N(CC)CC)C. Product: [NH2:2][CH2:1][CH:3]1[N:8]([CH3:9])[CH2:7][CH2:6][N:5]([C:10]([O:12][C:13]([CH3:16])([CH3:15])[CH3:14])=[O:11])[CH2:4]1. The catalyst class is: 94. (2) Reactant: Br[C:2]1[CH:11]=[CH:10][C:9]2[C:4](=[CH:5][C:6](Br)=[CH:7][CH:8]=2)[CH:3]=1.[CH3:13][O:14][C:15]([C:17]1[CH:18]=[C:19](B(O)O)[CH:20]=[CH:21][CH:22]=1)=[O:16].[F-].[Cs+]. Product: [CH:3]1[C:4]2[C:9](=[CH:8][CH:7]=[C:6]([C:21]3[CH:22]=[C:17]([CH:18]=[CH:19][CH:20]=3)[C:15]([O:14][CH3:13])=[O:16])[CH:5]=2)[CH:10]=[CH:11][C:2]=1[C:21]1[CH:22]=[C:17]([CH:18]=[CH:19][CH:20]=1)[C:15]([O:14][CH3:13])=[O:16]. The catalyst class is: 73. (3) Reactant: C([CH:3]([C:11]1[CH:16]=[CH:15][C:14]([O:17][CH3:18])=[CH:13][N:12]=1)[C:4]([O:6]C(C)(C)C)=[O:5])#N. Product: [CH3:18][O:17][C:14]1[CH:15]=[CH:16][C:11]([CH2:3][C:4]([OH:6])=[O:5])=[N:12][CH:13]=1. The catalyst class is: 223. (4) The catalyst class is: 7. Product: [Cl:28][C:29]1[CH:34]=[C:33]([CH2:35][O:36][C:37]2[CH:42]=[CH:41][CH:40]=[CH:39][CH:38]=2)[CH:32]=[CH:31][N:30]=1. Reactant: C(P(CCCC)CCCC)CCC.N(C(OC(C)C)=O)=NC(OC(C)C)=O.[Cl:28][C:29]1[CH:34]=[C:33]([CH2:35][OH:36])[CH:32]=[CH:31][N:30]=1.[C:37]1(O)[CH:42]=[CH:41][CH:40]=[CH:39][CH:38]=1. (5) Reactant: Cl.Cl.C1(S([N:12]2[C:16]3[N:17]=[CH:18][N:19]=[C:20]([N:21]4[CH2:26][CH2:25][NH:24][CH2:23][CH2:22]4)[C:15]=3[C:14]([CH3:27])=[CH:13]2)(=O)=O)C=CC=CC=1.[C:28]([CH2:35][C:36]([NH2:47])([C:40]1[CH:45]=[CH:44][C:43]([Cl:46])=[CH:42][CH:41]=1)[C:37](O)=[O:38])([O:30][C:31]([CH3:34])([CH3:33])[CH3:32])=[O:29].CN(C(ON1N=NC2C=CC=CC1=2)=[N+](C)C)C.F[P-](F)(F)(F)(F)F.[Li+].[OH-].C([O-])(O)=O.[Na+]. Product: [C:28]([CH2:35][C:36]([NH2:47])([C:40]1[CH:45]=[CH:44][C:43]([Cl:46])=[CH:42][CH:41]=1)[C:37]([N:24]1[CH2:23][CH2:22][N:21]([C:20]2[C:15]3[C:14]([CH3:27])=[CH:13][NH:12][C:16]=3[N:17]=[CH:18][N:19]=2)[CH2:26][CH2:25]1)=[O:38])([O:30][C:31]([CH3:33])([CH3:34])[CH3:32])=[O:29]. The catalyst class is: 5. (6) Reactant: [CH2:1]([C:3]1[CH:8]=[C:7]([CH3:9])[CH:6]=[C:5]([CH2:10][CH3:11])[C:4]=1[C:12]1[C:13](=[O:24])[N:14]([CH3:23])[N:15]=[C:16]([CH3:22])[C:17]=1S(C)(=O)=O)[CH3:2].[OH-:25].[Na+]. Product: [CH2:1]([C:3]1[CH:8]=[C:7]([CH3:9])[CH:6]=[C:5]([CH2:10][CH3:11])[C:4]=1[C:12]1[C:13](=[O:24])[N:14]([CH3:23])[N:15]=[C:16]([CH3:22])[C:17]=1[OH:25])[CH3:2]. The catalyst class is: 596.